Predict the product of the given reaction. From a dataset of Forward reaction prediction with 1.9M reactions from USPTO patents (1976-2016). (1) Given the reactants [Br:1][C:2]1[CH:7]=[C:6]([N+:8]([O-])=O)[CH:5]=[C:4]([CH:11]([F:13])[F:12])[CH:3]=1, predict the reaction product. The product is: [Br:1][C:2]1[CH:7]=[C:6]([CH:5]=[C:4]([CH:11]([F:12])[F:13])[CH:3]=1)[NH2:8]. (2) The product is: [Cl:27][C:9]1[CH:10]=[C:11]2[NH:16][C:15]([O:17][C@H:18]3[C@H:22]4[O:23][CH2:24][C@@H:25]([OH:26])[C@H:21]4[O:20][CH2:19]3)=[N:14][C:12]2=[N:13][C:8]=1[C:5]1[CH:6]=[CH:7][C:2]([C:29]#[C:28][CH:30]2[CH2:35][CH2:34][NH:33][CH2:32][CH2:31]2)=[CH:3][CH:4]=1. Given the reactants Br[C:2]1[CH:7]=[CH:6][C:5]([C:8]2[N:13]=[C:12]3[N:14]=[C:15]([O:17][CH:18]4[CH:22]5[O:23][CH2:24][CH:25]([OH:26])[CH:21]5[O:20][CH2:19]4)[NH:16][C:11]3=[CH:10][C:9]=2[Cl:27])=[CH:4][CH:3]=1.[C:28]([CH:30]1[CH2:35][CH2:34][NH:33][CH2:32][CH2:31]1)#[CH:29].C(=O)([O-])[O-].[Cs+].[Cs+], predict the reaction product. (3) Given the reactants CC(O)C.F[C:6]1[N:11]=[CH:10][C:9]([C:12](=[O:14])[CH3:13])=[CH:8][CH:7]=1.Cl.[O:16]1[CH:20]=[CH:19][N:18]=[C:17]1[CH2:21][NH2:22].C(N(CC)C(C)C)(C)C, predict the reaction product. The product is: [O:16]1[CH:20]=[CH:19][N:18]=[C:17]1[CH2:21][NH:22][C:6]1[N:11]=[CH:10][C:9]([C:12](=[O:14])[CH3:13])=[CH:8][CH:7]=1. (4) Given the reactants C(N(CC)CC)C.[C:8]([O:11][C@@H:12]1[C@@H:17]([O:18][C:19](=[O:21])[CH3:20])[C@H:16]([O:22][C:23](=[O:25])[CH3:24])[C@@H:15]([CH2:26][O:27][C:28](=[O:30])[CH3:29])[O:14][C@H:13]1[C:31]1[NH:35][N:34]=[N:33][N:32]=1)(=[O:10])[CH3:9].[CH2:36]([C:38]1[CH:45]=[CH:44][C:41]([CH2:42]Br)=[CH:40][CH:39]=1)[CH3:37].O, predict the reaction product. The product is: [C:8]([O:11][C@@H:12]1[C@@H:17]([O:18][C:19](=[O:21])[CH3:20])[C@H:16]([O:22][C:23](=[O:25])[CH3:24])[C@@H:15]([CH2:26][O:27][C:28](=[O:30])[CH3:29])[O:14][C@H:13]1[C:31]1[NH:35][N:34]([CH2:42][C:41]2[CH:44]=[CH:45][C:38]([CH2:36][CH3:37])=[CH:39][CH:40]=2)[NH:33][N:32]=1)(=[O:10])[CH3:9].